Dataset: Catalyst prediction with 721,799 reactions and 888 catalyst types from USPTO. Task: Predict which catalyst facilitates the given reaction. (1) Reactant: [CH:1]([O:4][CH2:5][C:6]1[CH:7]=[CH:8][C:9]([C:12]#N)=[N:10][CH:11]=1)([CH3:3])[CH3:2].[OH-:14].[K+].[OH2:16].Cl. Product: [CH:1]([O:4][CH2:5][C:6]1[CH:7]=[CH:8][C:9]([C:12]([OH:16])=[O:14])=[N:10][CH:11]=1)([CH3:3])[CH3:2]. The catalyst class is: 8. (2) Reactant: [Na+].[CH:2]([C:4]1[CH:9]=[CH:8][C:7]([S:10]([O-:13])(=O)=[O:11])=[CH:6][CH:5]=1)=[CH2:3].S(Cl)([Cl:16])=O. Product: [CH:2]([C:4]1[CH:9]=[CH:8][C:7]([S:10]([Cl:16])(=[O:13])=[O:11])=[CH:6][CH:5]=1)=[CH2:3]. The catalyst class is: 9.